The task is: Predict the product of the given reaction.. This data is from Forward reaction prediction with 1.9M reactions from USPTO patents (1976-2016). Given the reactants Cl[C:2]1[C:3]2[C:4](=[CH:18][N:19](CC3C=CC(OC)=CC=3)[N:20]=2)[N:5]=[C:6]([C:8]2[CH:13]=[CH:12][CH:11]=[C:10]([C:14]([F:17])([F:16])[F:15])[CH:9]=2)[N:7]=1.[O:30]1[CH2:35][CH2:34][N:33]([C:36]2[CH:42]=[CH:41][C:39]([NH2:40])=[CH:38][CH:37]=2)[CH2:32][CH2:31]1.Cl, predict the reaction product. The product is: [O:30]1[CH2:31][CH2:32][N:33]([C:36]2[CH:37]=[CH:38][C:39]([NH:40][C:2]3[C:3]4[NH:20][N:19]=[CH:18][C:4]=4[N:5]=[C:6]([C:8]4[CH:13]=[CH:12][CH:11]=[C:10]([C:14]([F:17])([F:15])[F:16])[CH:9]=4)[N:7]=3)=[CH:41][CH:42]=2)[CH2:34][CH2:35]1.